Task: Regression. Given two drug SMILES strings and cell line genomic features, predict the synergy score measuring deviation from expected non-interaction effect.. Dataset: NCI-60 drug combinations with 297,098 pairs across 59 cell lines (1) Drug 1: COC1=CC(=CC(=C1O)OC)C2C3C(COC3=O)C(C4=CC5=C(C=C24)OCO5)OC6C(C(C7C(O6)COC(O7)C8=CC=CS8)O)O. Drug 2: C(CCl)NC(=O)N(CCCl)N=O. Cell line: CCRF-CEM. Synergy scores: CSS=59.4, Synergy_ZIP=0.742, Synergy_Bliss=2.12, Synergy_Loewe=-17.8, Synergy_HSA=3.32. (2) Drug 1: C1CN1C2=NC(=NC(=N2)N3CC3)N4CC4. Drug 2: C(=O)(N)NO. Cell line: NCI-H226. Synergy scores: CSS=-7.51, Synergy_ZIP=4.87, Synergy_Bliss=0.266, Synergy_Loewe=-7.89, Synergy_HSA=-7.66. (3) Drug 1: C1CCC(C(C1)N)N.C(=O)(C(=O)[O-])[O-].[Pt+4]. Drug 2: C(CN)CNCCSP(=O)(O)O. Cell line: SF-295. Synergy scores: CSS=29.4, Synergy_ZIP=-8.09, Synergy_Bliss=-1.30, Synergy_Loewe=-44.3, Synergy_HSA=-0.235. (4) Drug 1: C1=C(C(=O)NC(=O)N1)F. Drug 2: C1=CN(C=N1)CC(O)(P(=O)(O)O)P(=O)(O)O. Cell line: SF-268. Synergy scores: CSS=29.6, Synergy_ZIP=-9.88, Synergy_Bliss=1.38, Synergy_Loewe=3.73, Synergy_HSA=4.44. (5) Synergy scores: CSS=2.73, Synergy_ZIP=-0.607, Synergy_Bliss=-4.21, Synergy_Loewe=-15.9, Synergy_HSA=-8.27. Cell line: T-47D. Drug 1: CN(C)C1=NC(=NC(=N1)N(C)C)N(C)C. Drug 2: CCN(CC)CCCC(C)NC1=C2C=C(C=CC2=NC3=C1C=CC(=C3)Cl)OC. (6) Drug 1: COC1=C(C=C2C(=C1)N=CN=C2NC3=CC(=C(C=C3)F)Cl)OCCCN4CCOCC4. Drug 2: C1=C(C(=O)NC(=O)N1)F. Cell line: RXF 393. Synergy scores: CSS=46.4, Synergy_ZIP=-5.03, Synergy_Bliss=-0.109, Synergy_Loewe=1.66, Synergy_HSA=4.23. (7) Drug 1: CC(C)(C#N)C1=CC(=CC(=C1)CN2C=NC=N2)C(C)(C)C#N. Drug 2: C#CCC(CC1=CN=C2C(=N1)C(=NC(=N2)N)N)C3=CC=C(C=C3)C(=O)NC(CCC(=O)O)C(=O)O. Cell line: HS 578T. Synergy scores: CSS=-2.68, Synergy_ZIP=1.38, Synergy_Bliss=0.0704, Synergy_Loewe=-1.99, Synergy_HSA=-1.99. (8) Drug 2: CCC1=C2CN3C(=CC4=C(C3=O)COC(=O)C4(CC)O)C2=NC5=C1C=C(C=C5)O. Drug 1: CC(C1=C(C=CC(=C1Cl)F)Cl)OC2=C(N=CC(=C2)C3=CN(N=C3)C4CCNCC4)N. Cell line: NCIH23. Synergy scores: CSS=30.6, Synergy_ZIP=-4.50, Synergy_Bliss=-0.560, Synergy_Loewe=-14.7, Synergy_HSA=0.881. (9) Synergy scores: CSS=0.330, Synergy_ZIP=-0.0785, Synergy_Bliss=-1.34, Synergy_Loewe=-48.1, Synergy_HSA=-1.68. Cell line: EKVX. Drug 2: C(CN)CNCCSP(=O)(O)O. Drug 1: CC1C(C(CC(O1)OC2CC(OC(C2O)C)OC3=CC4=CC5=C(C(=O)C(C(C5)C(C(=O)C(C(C)O)O)OC)OC6CC(C(C(O6)C)O)OC7CC(C(C(O7)C)O)OC8CC(C(C(O8)C)O)(C)O)C(=C4C(=C3C)O)O)O)O.